From a dataset of Reaction yield outcomes from USPTO patents with 853,638 reactions. Predict the reaction yield, written as a fraction of the theoretical maximum amount of product (1.0 means a 100% yield; for example, 0.34 means a 34% yield). (1) The reactants are [N:1]1([C:6]2[N:11]=[CH:10][C:9]([C:12](=[O:28])[CH2:13][C:14]([C:20]3[CH:25]=[C:24]([Cl:26])[CH:23]=[C:22]([Cl:27])[CH:21]=3)(O)[C:15]([F:18])([F:17])[F:16])=[CH:8][CH:7]=2)[CH:5]=[N:4][CH:3]=[N:2]1.S(Cl)(Cl)=O.N1C=CC=CC=1. The catalyst is C1(C)C=CC=CC=1. The product is [N:1]1([C:6]2[N:11]=[CH:10][C:9]([C:12](=[O:28])[CH:13]=[C:14]([C:20]3[CH:25]=[C:24]([Cl:26])[CH:23]=[C:22]([Cl:27])[CH:21]=3)[C:15]([F:18])([F:16])[F:17])=[CH:8][CH:7]=2)[CH:5]=[N:4][CH:3]=[N:2]1. The yield is 0.994. (2) The reactants are [C:1]1(=[O:11])[NH:5][C:4](=[O:6])[C:3]2=[CH:7][CH:8]=[CH:9][CH:10]=[C:2]12.[CH2:12]([C@@H:14]1[O:16][CH2:15]1)Cl.C(=O)([O-])[O-].[Na+].[Na+].CC(C)([O-])C.[K+]. The catalyst is [Cl-].C([N+](C)(C)C)C1C=CC=CC=1.C(O)(C)C. The product is [CH2:12]([C:10]1[CH:9]=[CH:8][CH:7]=[C:3]2[C:4]([NH:5][C:1](=[O:11])[C:2]=12)=[O:6])[C@H:14]1[O:16][CH2:15]1. The yield is 0.780. (3) The reactants are C([N:8]1[CH2:13][CH2:12][CH:11]([N:14]([CH3:35])[C:15](=[O:34])[CH2:16][O:17][C:18]2[N:23]=[C:22]([CH3:24])[C:21]([NH:25][C:26](=[O:32])[O:27][C:28]([CH3:31])([CH3:30])[CH3:29])=[C:20]([CH3:33])[N:19]=2)[CH2:10][CH2:9]1)C1C=CC=CC=1. The catalyst is CO.[Pd]. The product is [CH3:24][C:22]1[C:21]([NH:25][C:26](=[O:32])[O:27][C:28]([CH3:31])([CH3:29])[CH3:30])=[C:20]([CH3:33])[N:19]=[C:18]([O:17][CH2:16][C:15]([N:14]([CH3:35])[CH:11]2[CH2:10][CH2:9][NH:8][CH2:13][CH2:12]2)=[O:34])[N:23]=1. The yield is 0.960. (4) The reactants are Br[C:2]1[CH:7]=[CH:6][CH:5]=[C:4]([Br:8])[CH:3]=1.[NH2:9][CH2:10][CH2:11][NH:12][C:13](=[O:19])[O:14][C:15]([CH3:18])([CH3:17])[CH3:16].N1CCC[C@H]1C(O)=O.C(=O)([O-])[O-].[K+].[K+]. The catalyst is CS(C)=O.[Cu]I. The product is [Br:8][C:4]1[CH:3]=[C:2]([NH:9][CH2:10][CH2:11][NH:12][C:13](=[O:19])[O:14][C:15]([CH3:17])([CH3:16])[CH3:18])[CH:7]=[CH:6][CH:5]=1. The yield is 0.500. (5) The reactants are [Cl:1][C:2]1[CH:3]=[CH:4][C:5]([F:19])=[C:6]([CH:18]=1)[C:7]([NH:9][C:10]1[CH:15]=[CH:14][N:13]=[C:12]([O:16]C)[CH:11]=1)=[O:8].[Si](I)(C)(C)C. The catalyst is C(#N)C. The product is [Cl:1][C:2]1[CH:3]=[CH:4][C:5]([F:19])=[C:6]([CH:18]=1)[C:7]([NH:9][C:10]1[CH:15]=[CH:14][NH:13][C:12](=[O:16])[CH:11]=1)=[O:8]. The yield is 0.260. (6) The reactants are Cl[C:2]1[C:7]([N+:8]([O-:10])=[O:9])=[CH:6][CH:5]=[CH:4][C:3]=1[N+:11]([O-:13])=[O:12].[C:14]([O:18][C:19]([N:21]1[CH2:26][CH2:25][NH:24][CH2:23][CH2:22]1)=[O:20])([CH3:17])([CH3:16])[CH3:15].C([O-])([O-])=O.[K+].[K+]. The catalyst is C(#N)C. The product is [C:14]([O:18][C:19]([N:21]1[CH2:26][CH2:25][N:24]([C:2]2[C:7]([N+:8]([O-:10])=[O:9])=[CH:6][CH:5]=[CH:4][C:3]=2[N+:11]([O-:13])=[O:12])[CH2:23][CH2:22]1)=[O:20])([CH3:17])([CH3:15])[CH3:16]. The yield is 0.850.